Dataset: Reaction yield outcomes from USPTO patents with 853,638 reactions. Task: Predict the reaction yield, written as a fraction of the theoretical maximum amount of product (1.0 means a 100% yield; for example, 0.34 means a 34% yield). (1) The reactants are Cl[C:2]1[CH:7]=[C:6]([CH2:8][CH3:9])[N:5]=[C:4]([C:10]2[CH:15]=[CH:14][CH:13]=[C:12]([Cl:16])[CH:11]=2)[N:3]=1.[N:17]1([CH2:22][C:23]2[CH:29]=[CH:28][C:26]([NH2:27])=[CH:25][CH:24]=2)[CH:21]=[CH:20][CH:19]=[N:18]1. No catalyst specified. The product is [N:17]1([CH2:22][C:23]2[CH:29]=[CH:28][C:26]([NH:27][C:2]3[CH:7]=[C:6]([CH2:8][CH3:9])[N:5]=[C:4]([C:10]4[CH:15]=[CH:14][CH:13]=[C:12]([Cl:16])[CH:11]=4)[N:3]=3)=[CH:25][CH:24]=2)[CH:21]=[CH:20][CH:19]=[N:18]1. The yield is 0.670. (2) The product is [CH3:27][O:26][C:16]1[C:14]2[N:15]=[C:11]([NH:10][C:7]([C:5]3[S:6][C:2]([CH3:1])=[CH:3][CH:4]=3)=[O:8])[S:12][C:13]=2[C:19]([N:20]2[CH2:25][CH2:24][O:23][CH2:22][CH2:21]2)=[CH:18][CH:17]=1. The yield is 0.970. No catalyst specified. The reactants are [CH3:1][C:2]1[S:6][C:5]([C:7](Cl)=[O:8])=[CH:4][CH:3]=1.[NH2:10][C:11]1[S:12][C:13]2[C:19]([N:20]3[CH2:25][CH2:24][O:23][CH2:22][CH2:21]3)=[CH:18][CH:17]=[C:16]([O:26][CH3:27])[C:14]=2[N:15]=1. (3) The reactants are O=C1C2C(=CC=CC=2)C(=O)[N:3]1[CH2:12][C@@H:13]([NH:25][C:26]([C:28]1[S:29][C:30]([CH2:39][CH3:40])=[C:31]([C:33]2[N:37]([CH3:38])[N:36]=[CH:35][CH:34]=2)[CH:32]=1)=[O:27])[CH2:14][C:15]1[CH:20]=[CH:19][CH:18]=[CH:17][C:16]=1[C:21]([F:24])([F:23])[F:22].NN. The catalyst is O1CCCC1.CO. The product is [NH2:3][CH2:12][C@@H:13]([NH:25][C:26]([C:28]1[S:29][C:30]([CH2:39][CH3:40])=[C:31]([C:33]2[N:37]([CH3:38])[N:36]=[CH:35][CH:34]=2)[CH:32]=1)=[O:27])[CH2:14][C:15]1[CH:20]=[CH:19][CH:18]=[CH:17][C:16]=1[C:21]([F:24])([F:23])[F:22]. The yield is 0.572. (4) The yield is 0.700. The reactants are C(N(CC)CC)C.[Br:8][C:9]1[CH:10]=[C:11]([CH:14]=[CH:15][CH:16]=1)[CH2:12]Br.[CH3:17][N:18]([CH2:36][CH2:37][C:38]1[CH:43]=[CH:42][CH:41]=[CH:40][N:39]=1)[CH2:19][CH2:20][CH2:21][N:22]1[C:26]2[CH:27]=[CH:28][C:29]([C:31]([O:33][CH3:34])=[O:32])=[CH:30][C:25]=2[NH:24][C:23]1=[S:35]. The product is [Br:8][C:9]1[CH:10]=[C:11]([CH:14]=[CH:15][CH:16]=1)[CH2:12][S:35][C:23]1[N:22]([CH2:21][CH2:20][CH2:19][N:18]([CH3:17])[CH2:36][CH2:37][C:38]2[CH:43]=[CH:42][CH:41]=[CH:40][N:39]=2)[C:26]2[CH:27]=[CH:28][C:29]([C:31]([O:33][CH3:34])=[O:32])=[CH:30][C:25]=2[N:24]=1. The catalyst is O1CCCC1.C(OCC)(=O)C.O.